Dataset: Full USPTO retrosynthesis dataset with 1.9M reactions from patents (1976-2016). Task: Predict the reactants needed to synthesize the given product. (1) Given the product [C:1]([NH:4][C:5]1[CH:10]=[C:9]([C:11]2[O:12][C:13]([C:17]([OH:19])=[O:18])=[C:14]([C:25]3[CH:26]=[CH:27][CH:28]=[CH:29][C:24]=3[Cl:23])[N:15]=2)[C:8]([CH3:22])=[CH:7][N:6]=1)(=[O:3])[CH3:2], predict the reactants needed to synthesize it. The reactants are: [C:1]([NH:4][C:5]1[CH:10]=[C:9]([C:11]2[O:12][C:13]([C:17]([O:19]CC)=[O:18])=[C:14](I)[N:15]=2)[C:8]([CH3:22])=[CH:7][N:6]=1)(=[O:3])[CH3:2].[Cl:23][C:24]1[CH:29]=[CH:28][CH:27]=[CH:26][C:25]=1B(O)O.C(=O)([O-])[O-].[Cs+].[Cs+]. (2) Given the product [Cl:35][C:22]1[CH:21]=[CH:20][CH:19]=[CH:18][C:17]=1[C:16]1[C:10]2[N:9]=[CH:8][N:7]([C:1]3[CH:6]=[CH:5][C:4]([O:47][CH3:48])=[CH:3][CH:2]=3)[C:12](=[O:13])[C:11]=2[S:14][CH:15]=1, predict the reactants needed to synthesize it. The reactants are: [C:1]1([N:7]2[C:12](=[O:13])[C:11]3[S:14][CH:15]=[C:16]([C:17]4[CH:22]=[CH:21][CH:20]=[CH:19][CH:18]=4)[C:10]=3[N:9]=[CH:8]2)[CH:6]=[CH:5][CH:4]=[CH:3][CH:2]=1.NC1C(C2C=CC=CC=2[Cl:35])=CSC=1C(OC)=O.C([O:47][CH2:48]C)(OCC)OCC.COC1C=CC(N)=CC=1. (3) Given the product [CH2:9]([O:11][C:12]([C:14]1[N:15]([C:38]2[CH:39]=[CH:40][C:35]([O:34][CH:31]([CH3:33])[CH3:32])=[CH:36][CH:37]=2)[C:16]2[C:21]([CH:22]=1)=[CH:20][C:19]([O:23][CH2:24][C:25]1[CH:30]=[CH:29][CH:28]=[CH:27][CH:26]=1)=[CH:18][CH:17]=2)=[O:13])[CH3:10], predict the reactants needed to synthesize it. The reactants are: [O-]P([O-])([O-])=O.[K+].[K+].[K+].[CH2:9]([O:11][C:12]([C:14]1[NH:15][C:16]2[C:21]([CH:22]=1)=[CH:20][C:19]([O:23][CH2:24][C:25]1[CH:30]=[CH:29][CH:28]=[CH:27][CH:26]=1)=[CH:18][CH:17]=2)=[O:13])[CH3:10].[CH:31]([O:34][C:35]1[CH:40]=[CH:39][C:38](Br)=[CH:37][CH:36]=1)([CH3:33])[CH3:32].CNCCNC. (4) Given the product [CH2:10]([N:9]([CH2:12][CH3:13])[CH2:8][CH2:7][O:6][C:5]1[CH:14]=[CH:15][C:2]([B:20]2[O:21][C:22]([CH3:24])([CH3:23])[C:18]([CH3:34])([CH3:17])[O:19]2)=[CH:3][C:4]=1[F:16])[CH3:11], predict the reactants needed to synthesize it. The reactants are: Br[C:2]1[CH:15]=[CH:14][C:5]([O:6][CH2:7][CH2:8][N:9]([CH2:12][CH3:13])[CH2:10][CH3:11])=[C:4]([F:16])[CH:3]=1.[CH3:17][C:18]1([CH3:34])[C:22]([CH3:24])([CH3:23])[O:21][B:20]([B:20]2[O:21][C:22]([CH3:24])([CH3:23])[C:18]([CH3:34])([CH3:17])[O:19]2)[O:19]1.CC([O-])=O.[K+]. (5) Given the product [Cl:23][C:24]1[CH:25]=[C:26]([C:27]2[O:1][N:2]=[C:3]([C:4]3[CH:21]=[CH:20][C:7]4[CH2:8][N:9]([C:13]([O:15][C:16]([CH3:17])([CH3:18])[CH3:19])=[O:14])[CH2:10][CH2:11][O:12][C:6]=4[CH:5]=3)[N:22]=2)[CH:30]=[CH:31][C:32]=1[O:33][CH:34]([CH3:35])[CH3:36], predict the reactants needed to synthesize it. The reactants are: [OH:1][NH:2][C:3](=[NH:22])[C:4]1[CH:21]=[CH:20][C:7]2[CH2:8][N:9]([C:13]([O:15][C:16]([CH3:19])([CH3:18])[CH3:17])=[O:14])[CH2:10][CH2:11][O:12][C:6]=2[CH:5]=1.[Cl:23][C:24]1[CH:25]=[C:26]([CH:30]=[CH:31][C:32]=1[O:33][CH:34]([CH3:36])[CH3:35])[C:27](O)=O.C(Cl)CCl.C1C=CC2N(O)N=NC=2C=1. (6) The reactants are: C([O:4][CH:5]1[O:25][C@H:24]([CH2:26][O:27][C:28](=[O:30])[CH3:29])[C@H:19]([O:20][C:21](=[O:23])[CH3:22])[C@H:14]([O:15][C:16](=[O:18])[CH3:17])[C@H:6]1[NH:7][C:8](=[O:13])[CH2:9][N:10]=[N+:11]=[N-:12])(=O)C.C(N)C1C=CC=CC=1. Given the product [C:16]([O:15][C@H:14]1[C@@H:19]([O:20][C:21](=[O:23])[CH3:22])[C@@H:24]([CH2:26][O:27][C:28](=[O:30])[CH3:29])[O:25][CH:5]([OH:4])[C@@H:6]1[NH:7][C:8](=[O:13])[CH2:9][N:10]=[N+:11]=[N-:12])(=[O:18])[CH3:17], predict the reactants needed to synthesize it.